This data is from Experimentally validated miRNA-target interactions with 360,000+ pairs, plus equal number of negative samples. The task is: Binary Classification. Given a miRNA mature sequence and a target amino acid sequence, predict their likelihood of interaction. (1) The miRNA is mmu-miR-302c-3p with sequence AAGUGCUUCCAUGUUUCAGUGG. The protein sequence of the target gene is MQRRWVFVLLDVLCLLVASLPFAILTLVNAPYKRGFYCGDDSIRYPYRPDTITHGLMAGVTITATVILVSAGEAYLVYTDRLYSRSDFNNYVAAVYKVLGTFLFGAAVSQSLTDLAKYMIGRLRPNFLAVCDPDWSRVNCSVYVQLEKVCRGNPADVTEARLSFYSGHSSFGMYCMVFLALYVQARLCWKWARLLRPTVQFFLVAFALYVGYTRVSDYKHHWSDVLVGLLQGALVAALTVCYISDFFKARPPQHCLKEEELERKPSLSLTLTLGEADHNHYGYPHSSS. Result: 0 (no interaction). (2) The protein sequence of the target gene is MLRYLLKTLLQMNLFADSLAGDISNSSELLLGFNSSLAALNHTLLPPGDPSLNGSRVGPEDAMPRIVEQPPDLLVSRGEPATLPCRAEGRPRPNIEWYKNGARVATVREDPRAHRLLLPSGALFFPRIVHGRRARPDEGVYTCVARNYLGAAASRNASLEVAVLRDDFRQSPGNVVVAVGEPAVLECVPPRGHPEPSVSWRKDGARLKEEEGRITIRGGKLMMSHTLKSDAGMYVCVASNMAGERESAAAEVMVLERPSFLRRPVNQVVLADAPVTFLCEVKGDPPPRLRWRKEDGELPT.... Result: 0 (no interaction). The miRNA is hsa-miR-3916 with sequence AAGAGGAAGAAAUGGCUGGUUCUCAG. (3) The protein sequence of the target gene is MALPGDPRRLCRLVQEGRLRDLQEELAVARGCRGPAGDTLLHCAARHGRQDILAYLVEAWSMDIEATNRDYKRPLHEAASMGHRDCVRYLLGRGAVVDSLKKADWTPLMMACTRKNLDVIQDLVEHGANPLLKNKDGWNSFHIASREGHPVILRYLLTVCPDAWKTESNIRRTPLHTAAMHGCLEAVQVLLERCHYEPDCRDNCGVTPFMDAIQCGHVSIAKLLLEQHKACSSAADSMGAQALHRAAVTGQDEAIRFLVCGLGIDVDVRAKSSQLTALHYAAKEGQTNTVQTLLSLGADI.... Result: 0 (no interaction). The miRNA is hsa-miR-4501 with sequence UAUGUGACCUCGGAUGAAUCA. (4) The miRNA is hsa-miR-6814-5p with sequence UCCCAAGGGUGAGAUGCUGCCA. The protein sequence of the target gene is MPEPWGTVYFLGIAQVFSFLFSWWNLEGVMNQADAPRPLNWTIRKLCHAAFLPSVRLLKAQKSWIERAFYKRECVHIIPSTKDPHRCCCGRLIGQHVGLTPSISVLQNEKNESRLSRNDIQSEKWSISKHTQLSPTDAFGTIEFQGGGHSNKAMYVRVSFDTKPDLLLHLMTKEWQLELPKLLISVHGGLQNFELQPKLKQVFGKGLIKAAMTTGAWIFTGGVNTGVIRHVGDALKDHASKSRGKICTIGIAPWGIVENQEDLIGRDVVRPYQTMSNPMSKLTVLNSMHSHFILADNGTT.... Result: 1 (interaction). (5) The miRNA is hsa-miR-5196-5p with sequence AGGGAAGGGGACGAGGGUUGGG. The protein sequence of the target gene is MRRFLRPGHDPVRERLKRDLFQFNKTVEHGFPHQPSALGYSPSLRILAIGTRSGAIKLYGAPGVEFMGLHQENNAVTQIHLLPGQCQLVTLLDDNSLHLWSLKVKGGASELQEDESFTLRGPPGAAPSATQITVVLPHSSCELLYLGTESGNVFVVQLPAFRALEDRTISSDAVLQRLPEEARHRRVFEMVEALQEHPRDPNQILIGYSRGLVVIWDLQGSRVLYHFLSSQQLENIWWQRDGRLLVSCHSDGSYCQWPVSSEAQQPEPLRSLVPYGPFPCKAITRILWLTTRQGLPFTIF.... Result: 1 (interaction). (6) The miRNA is mmu-miR-30c-5p with sequence UGUAAACAUCCUACACUCUCAGC. The protein sequence of the target gene is MTKHPPNRRGISFEVGAQLEARDRLKNWYPAHIEDIDYEEGKVLIHFKRWNHRYDEWFCWDSPYLRPLEKIQLRKEGLHEEDGSSEFQINEQVLACWSDCRFYPAKVTAVNKDGTYTVKFYDGVVQTVKHIHVKAFSKDQNIVGNARPKETDHKSLSSSPDKREKFKEQRKATVNVKKDKEDKPLKTEKRPKQPDKEGKLICSEKGKVSEKSLPKNEKEDKENISENDREYSGDAQVDKKPENDIVKSPQENLREPKRKRGRPPSIAPTAVDSNSQTLQPITLELRRRKISKGCEVPLKR.... Result: 0 (no interaction). (7) The miRNA is hsa-miR-548n with sequence CAAAAGUAAUUGUGGAUUUUGU. The protein sequence of the target gene is MGGGERYNIPAPQSRNVSKNQQQLNRQKTKEQNSQMKIVHKKKERGHGYNSSAAAWQAMQNGGKNKNFPNNQSWNSSLSGPRLLFKSQANQNYAGAKFSEPPSPSVLPKPPSHWVPVSFNPSDKEIMTFQLKTLLKVQV. Result: 0 (no interaction). (8) The protein sequence of the target gene is MDPQCTMGLSNILFVMAFLLSGAAPLKIQAYFNETADLPCQFANSQNQSLSELVVFWQDQENLVLNEVYLGKEKFDSVHSKYMGRTSFDSDSWTLRLHNLQIKDKGLYQCIIHHKKPTGMIRIHQMNSELSVLANFSQPEIVPISNITENVYINLTCSSIHGYPEPKKMSVLLRTKNSTIEYDGVMQKSQDNVTELYDVSISLSVSFPDVTSNMTIFCILETDKTRLLSSPFSIELEDPQPPPDHIPWITAVLPTVIICVMVFCLILWKWKKKKRPRNSYKCGTNTMEREESEQTKKREK.... The miRNA is hsa-miR-6817-3p with sequence UCUCUCUGACUCCAUGGCA. Result: 1 (interaction).